Dataset: Forward reaction prediction with 1.9M reactions from USPTO patents (1976-2016). Task: Predict the product of the given reaction. (1) Given the reactants [CH2:1]([N:3]1[N:7]=[C:6]([CH2:8][N:9]2[C:14]3[CH:15]=[C:16]([C:18]4[CH:23]=[CH:22][CH:21]=[CH:20][CH:19]=4)[S:17][C:13]=3[C:12](=[O:24])[N:11]([CH:25]3[CH2:30][CH2:29][N:28](C(OC(C)(C)C)=O)[CH2:27][CH2:26]3)[C:10]2=[O:38])[CH:5]=[N:4]1)[CH3:2].[F:39][C:40]([F:45])([F:44])[C:41]([OH:43])=[O:42], predict the reaction product. The product is: [F:39][C:40]([F:45])([F:44])[C:41]([OH:43])=[O:42].[CH2:1]([N:3]1[N:7]=[C:6]([CH2:8][N:9]2[C:14]3[CH:15]=[C:16]([C:18]4[CH:23]=[CH:22][CH:21]=[CH:20][CH:19]=4)[S:17][C:13]=3[C:12](=[O:24])[N:11]([CH:25]3[CH2:30][CH2:29][NH:28][CH2:27][CH2:26]3)[C:10]2=[O:38])[CH:5]=[N:4]1)[CH3:2]. (2) Given the reactants C([O:8][C:9]1[CH:14]=[CH:13][C:12]([N:15]2[CH2:20][CH2:19][N:18]([CH2:21][CH2:22][CH2:23][CH:24]3[CH2:29][CH2:28][CH2:27][CH2:26][CH2:25]3)[CH2:17][CH2:16]2)=[CH:11][C:10]=1[Cl:30])C1C=CC=CC=1.Cl, predict the reaction product. The product is: [ClH:30].[Cl:30][C:10]1[CH:11]=[C:12]([N:15]2[CH2:20][CH2:19][N:18]([CH2:21][CH2:22][CH2:23][CH:24]3[CH2:29][CH2:28][CH2:27][CH2:26][CH2:25]3)[CH2:17][CH2:16]2)[CH:13]=[CH:14][C:9]=1[OH:8]. (3) Given the reactants [CH:1]([C:3]1[CH:11]=[C:7]([C:8]([OH:10])=[O:9])[C:6]([OH:12])=[CH:5][CH:4]=1)=[O:2].[CH3:13][C:14]([CH3:19])([CH2:17]O)[CH2:15][OH:16], predict the reaction product. The product is: [CH3:13][C:14]1([CH3:19])[CH2:15][O:16][CH:1]([C:3]2[CH:4]=[CH:5][C:6]([OH:12])=[C:7]([CH:11]=2)[C:8]([OH:10])=[O:9])[O:2][CH2:17]1. (4) The product is: [CH2:1]([N:3]1[CH2:8][C:7]([CH3:9])([CH3:10])[O:6][C:5](=[O:11])[CH:4]1[CH2:12][C:13]([NH:55][C:52]1[CH:53]=[CH:54][N:50]([CH3:49])[N:51]=1)=[O:15])[CH3:2]. Given the reactants [CH2:1]([N:3]1[CH2:8][C:7]([CH3:10])([CH3:9])[O:6][C:5](=[O:11])[CH:4]1[CH2:12][C:13]([OH:15])=O)[CH3:2].C(N(C(C)C)CC)(C)C.CN(C(ON1N=NC2C=CC=NC1=2)=[N+](C)C)C.F[P-](F)(F)(F)(F)F.[CH3:49][N:50]1[CH:54]=[CH:53][C:52]([NH2:55])=[N:51]1, predict the reaction product. (5) Given the reactants [Cl:1][C:2]1[C:3]([C:23]2[CH:37]=[CH:36][C:26]([O:27][CH2:28][C:29]([O:31][C:32]([CH3:35])([CH3:34])[CH3:33])=[O:30])=[CH:25][CH:24]=2)=[C:4]2[C:18]3[CH2:19][CH2:20][S:21][CH2:22][C:17]=3[S:16][C:5]2=[N:6][C:7]=1[CH2:8][N:9]1[C:13](=[O:14])[CH2:12][CH2:11][C:10]1=[O:15].ClC1C=CC=C(C(OO)=[O:46])C=1, predict the reaction product. The product is: [Cl:1][C:2]1[C:3]([C:23]2[CH:37]=[CH:36][C:26]([O:27][CH2:28][C:29]([O:31][C:32]([CH3:33])([CH3:34])[CH3:35])=[O:30])=[CH:25][CH:24]=2)=[C:4]2[C:18]3[CH2:19][CH2:20][S:21](=[O:46])[CH2:22][C:17]=3[S:16][C:5]2=[N:6][C:7]=1[CH2:8][N:9]1[C:10](=[O:15])[CH2:11][CH2:12][C:13]1=[O:14]. (6) Given the reactants [CH3:1][C@@H:2]1[CH2:7][CH2:6][CH2:5][CH2:4][C@@H:3]1[N:8]1[C:12]2=[C:13]3[CH:19]=[CH:18][N:17]([CH2:20][O:21][CH2:22][CH2:23][Si:24]([CH3:27])([CH3:26])[CH3:25])[C:14]3=[N:15][CH:16]=[C:11]2[NH:10][C:9]1=[O:28].[H-].[Na+].Br[CH2:32][C:33]1[CH:40]=[CH:39][C:36]([C:37]#[N:38])=[CH:35][CH:34]=1.O, predict the reaction product. The product is: [CH3:1][C@@H:2]1[CH2:7][CH2:6][CH2:5][CH2:4][C@@H:3]1[N:8]1[C:12]2=[C:13]3[CH:19]=[CH:18][N:17]([CH2:20][O:21][CH2:22][CH2:23][Si:24]([CH3:27])([CH3:26])[CH3:25])[C:14]3=[N:15][CH:16]=[C:11]2[N:10]([CH2:32][C:33]2[CH:40]=[CH:39][C:36]([C:37]#[N:38])=[CH:35][CH:34]=2)[C:9]1=[O:28]. (7) Given the reactants [CH:1]1([NH:4][C:5]([C@H:7]2[C@H:11]([OH:12])[CH2:10][N:9]([C:13]([O:15][CH2:16][C:17]3[CH:22]=[CH:21][CH:20]=[CH:19][CH:18]=3)=[O:14])[CH2:8]2)=O)[CH2:3][CH2:2]1.O.C(N(CC)CC)C, predict the reaction product. The product is: [CH:1]1([NH:4][CH2:5][C@H:7]2[C@H:11]([OH:12])[CH2:10][N:9]([C:13]([O:15][CH2:16][C:17]3[CH:18]=[CH:19][CH:20]=[CH:21][CH:22]=3)=[O:14])[CH2:8]2)[CH2:3][CH2:2]1.